This data is from Reaction yield outcomes from USPTO patents with 853,638 reactions. The task is: Predict the reaction yield, written as a fraction of the theoretical maximum amount of product (1.0 means a 100% yield; for example, 0.34 means a 34% yield). (1) The reactants are [CH3:1][C:2]1[CH:3]=[C:4]([N:11](C2C=CC=CC=2)[C:12](=[O:14])[O-])[C:5]([O:9][CH3:10])=[N:6][C:7]=1[CH3:8].[CH2:21]([NH:24][C:25]1[N:30]=[C:29]([NH:31][CH2:32][CH2:33][CH3:34])[N:28]=[C:27]([N:35]2[CH2:40][CH2:39][NH:38][CH2:37][CH2:36]2)[N:26]=1)[CH2:22][CH3:23].C1CCN2C(=NCCC2)CC1.C(OCC)(=O)C. The catalyst is C1COCC1.CCCCCC. The product is [CH3:1][C:2]1[CH:3]=[C:4]([NH:11][C:12]([N:38]2[CH2:37][CH2:36][N:35]([C:27]3[N:26]=[C:25]([NH:24][CH2:21][CH2:22][CH3:23])[N:30]=[C:29]([NH:31][CH2:32][CH2:33][CH3:34])[N:28]=3)[CH2:40][CH2:39]2)=[O:14])[C:5]([O:9][CH3:10])=[N:6][C:7]=1[CH3:8]. The yield is 0.980. (2) The reactants are [N:1]1[C:10]2[C:5](=[CH:6][CH:7]=[CH:8][CH:9]=2)[CH:4]=[CH:3][C:2]=1[CH2:11][O:12][C:13]1[CH:18]=[CH:17][C:16]([CH2:19][C:20]([OH:22])=O)=[CH:15][CH:14]=1.O=S(Cl)[Cl:25]. The catalyst is C(Cl)(Cl)Cl. The product is [N:1]1[C:10]2[C:5](=[CH:6][CH:7]=[CH:8][CH:9]=2)[CH:4]=[CH:3][C:2]=1[CH2:11][O:12][C:13]1[CH:18]=[CH:17][C:16]([CH2:19][C:20]([Cl:25])=[O:22])=[CH:15][CH:14]=1. The yield is 0.950. (3) The reactants are C([Sn]([CH2:12][CH2:13][CH2:14][CH3:15])([CH2:12][CH2:13][CH2:14][CH3:15])[CH2:12][CH2:13][CH2:14][CH3:15])=C.[Cl-].[Li+].BrC1C=[C:21]2[C:25](=[CH:26][CH:27]=1)[N:24]([CH3:28])[C:23]([C:29]1[CH:34]=[CH:33][C:32]([Cl:35])=[CH:31][CH:30]=1)=[C:22]2[CH2:36][CH2:37][C:38]([O:40][CH3:41])=[O:39]. The catalyst is C1(C)C=CC=CC=1. The product is [Cl:35][C:32]1[CH:33]=[CH:34][C:29]([C:23]2[N:24]([CH3:28])[C:25]3[C:21]([C:22]=2[CH2:36][CH2:37][C:38]([O:40][CH3:41])=[O:39])=[CH:12][C:13]([CH:14]=[CH2:15])=[CH:27][CH:26]=3)=[CH:30][CH:31]=1. The yield is 0.410. (4) The reactants are [F:1][C:2]1([F:8])[CH2:5][N:4]([C:6]#[N:7])[CH2:3]1.[NH:9]1[C:13]2[CH:14]=[CH:15][CH:16]=[CH:17][C:12]=2[N:11]=[N:10]1. The catalyst is ClCCCl. The product is [N:9]1([C:6]([N:4]2[CH2:5][C:2]([F:8])([F:1])[CH2:3]2)=[NH:7])[C:13]2[CH:14]=[CH:15][CH:16]=[CH:17][C:12]=2[N:11]=[N:10]1. The yield is 0.510. (5) The reactants are C(Cl)(=O)C(Cl)=O.CS(C)=O.[O:11]1[CH2:16][CH2:15][CH2:14][CH2:13][CH:12]1[N:17]1[C:21]2[CH:22]=[CH:23][C:24]([CH2:26][OH:27])=[CH:25][C:20]=2[N:19]=[CH:18]1.CCN(C(C)C)C(C)C. The catalyst is C(Cl)Cl. The product is [O:11]1[CH2:16][CH2:15][CH2:14][CH2:13][CH:12]1[N:17]1[C:21]2[CH:22]=[CH:23][C:24]([CH:26]=[O:27])=[CH:25][C:20]=2[N:19]=[CH:18]1. The yield is 0.720. (6) The reactants are [O:1]=[C:2]1[C@H:6]([O:7][C:8](=[O:12])[CH:9]([CH3:11])[CH3:10])[C@@H:5]([O:13][C:14](=[O:18])[CH:15]([CH3:17])[CH3:16])[C:4](=O)[O:3]1.[NH2:20][OH:21]. The catalyst is C(OCC)(=O)C. The product is [OH:21][N:20]1[C:2](=[O:1])[C@H:6]([O:7][C:8](=[O:12])[CH:9]([CH3:11])[CH3:10])[C@@H:5]([O:13][C:14](=[O:18])[CH:15]([CH3:17])[CH3:16])[C:4]1=[O:3]. The yield is 1.00. (7) The reactants are [F:1][C:2]([F:7])([F:6])[C:3]([OH:5])=[O:4].[CH3:8][C:9]1([CH3:41])[CH2:14][O:13][C:12]2[CH:15]=[CH:16][CH:17]=[C:18]([CH2:19][N:20]3[CH2:40][CH2:39][C:23]4([CH2:28][CH2:27][N:26]([C:29]([C:31]5[CH:36]=[CH:35][N:34]=[C:33]([C:37]#[N:38])[CH:32]=5)=[O:30])[CH2:25][CH2:24]4)[CH2:22][CH2:21]3)[C:11]=2[O:10]1.C(=O)([O-])[O-:43].[K+].[K+].OO. The product is [F:1][C:2]([F:7])([F:6])[C:3]([OH:5])=[O:4].[CH3:8][C:9]1([CH3:41])[CH2:14][O:13][C:12]2[CH:15]=[CH:16][CH:17]=[C:18]([CH2:19][N:20]3[CH2:21][CH2:22][C:23]4([CH2:24][CH2:25][N:26]([C:29]([C:31]5[CH:36]=[CH:35][N:34]=[C:33]([C:37]([NH2:38])=[O:43])[CH:32]=5)=[O:30])[CH2:27][CH2:28]4)[CH2:39][CH2:40]3)[C:11]=2[O:10]1. The catalyst is CS(C)=O. The yield is 0.460. (8) The reactants are [CH3:1][C:2]1[CH:7]=[CH:6][C:5]([S:8]([O:11][CH2:12][CH:13]2[CH2:17][C:16]3[CH:18]=[C:19]([CH:23]4[CH2:27][CH2:26][CH2:25][CH2:24]4)[CH:20]=[C:21](Br)[C:15]=3[O:14]2)(=[O:10])=[O:9])=[CH:4][CH:3]=1.C[C:29]1[CH:34]=[CH:33][CH:32]=[CH:31][C:30]=1B(O)O.C(C1C=CC=CC=1B1OC(C)(C)C(C)(C)O1)(C)C. No catalyst specified. The product is [CH3:1][C:2]1[CH:7]=[CH:6][C:5]([S:8]([O:11][CH2:12][CH:13]2[CH2:17][C:16]3[CH:18]=[C:19]([CH:23]4[CH2:27][CH2:26][CH2:25][CH2:24]4)[CH:20]=[C:21]([C:29]4[CH:34]=[CH:33][CH:32]=[CH:31][CH:30]=4)[C:15]=3[O:14]2)(=[O:10])=[O:9])=[CH:4][CH:3]=1. The yield is 0.990.